From a dataset of hERG potassium channel inhibition data for cardiac toxicity prediction from Karim et al.. Regression/Classification. Given a drug SMILES string, predict its toxicity properties. Task type varies by dataset: regression for continuous values (e.g., LD50, hERG inhibition percentage) or binary classification for toxic/non-toxic outcomes (e.g., AMES mutagenicity, cardiotoxicity, hepatotoxicity). Dataset: herg_karim. (1) The drug is c1ccc([C@H]([C@@H](c2ccccc2)N2CCCCC2)N2CCCCC2)cc1. The result is 0 (non-blocker). (2) The molecule is C=C1COc2cc3c(cc2N1)CCN(CCCSc1nnc(-c2cccc4nc(C)ccc24)n1C)CC3. The result is 1 (blocker). (3) The drug is NCCCCN(Cc1nccc2c3ccccc3n(CC(N)=O)c12)[C@H]1CCCc2cccnc21. The result is 1 (blocker). (4) The compound is Cc1nc2cnc(Oc3ccc(F)cc3)cc2c(=O)n1CC1CCCN(C(C)C)C1. The result is 1 (blocker). (5) The drug is CC1(C)CC(NC(=O)C(F)(F)CO)c2cc(-c3ccc(Cl)cc3)c(-c3ccc(Cl)cc3Cl)nc2O1. The result is 1 (blocker).